Dataset: Forward reaction prediction with 1.9M reactions from USPTO patents (1976-2016). Task: Predict the product of the given reaction. (1) Given the reactants [CH3:1][O:2][C:3]1[CH:8]=[C:7]([O:9][CH3:10])[CH:6]=[CH:5][C:4]=1[CH2:11][C:12]([C:14]1[C:19]([O:20][CH3:21])=[CH:18][C:17]([O:22][CH3:23])=[CH:16][C:15]=1[OH:24])=[O:13].Cl.[CH2:26](OC(OCC)OCC)C, predict the reaction product. The product is: [CH3:1][O:2][C:3]1[CH:8]=[C:7]([O:9][CH3:10])[CH:6]=[CH:5][C:4]=1[C:11]1[C:12](=[O:13])[C:14]2[C:19](=[CH:18][C:17]([O:22][CH3:23])=[CH:16][C:15]=2[O:24][CH3:26])[O:20][CH:21]=1. (2) The product is: [Cl:1][C:2]1[S:6][C:5]([C:7]([NH:9][CH2:10][C@@H:11]2[O:15][C:14](=[O:16])[N:13]([C:17]3[CH:22]=[C:21]([CH3:23])[C:20]([N:24]4[CH:29]=[CH:28][CH:27]=[C:26]([OH:30])[C:25]4=[O:32])=[C:19]([CH3:33])[CH:18]=3)[CH2:12]2)=[O:8])=[CH:4][CH:3]=1. Given the reactants [Cl:1][C:2]1[S:6][C:5]([C:7]([NH:9][CH2:10][C@@H:11]2[O:15][C:14](=[O:16])[N:13]([C:17]3[CH:22]=[C:21]([CH3:23])[C:20]([N:24]4[CH:29]=[CH:28][CH:27]=[C:26]([O:30]C)[C:25]4=[O:32])=[C:19]([CH3:33])[CH:18]=3)[CH2:12]2)=[O:8])=[CH:4][CH:3]=1.B(Br)(Br)Br.C(=O)(O)[O-].[Na+], predict the reaction product. (3) The product is: [CH3:42][O:44][C:1](=[O:17])/[CH:2]=[CH:3]/[CH2:4][CH2:5][CH2:6][CH2:7][CH2:8][CH2:9][CH2:10]/[CH:11]=[CH:12]\[CH2:37][CH2:38][CH2:39][CH2:40][CH2:41][CH3:36]. Given the reactants [CH:1](=[O:17])[CH2:2][CH2:3][CH2:4][CH2:5][CH2:6][CH2:7][CH2:8]/[CH:9]=[CH:10]\[CH2:11][CH2:12]CCCC.[C:36]1(P([C:36]2[CH:41]=[CH:40][CH:39]=[CH:38][CH:37]=2)([C:36]2[CH:41]=[CH:40][CH:39]=[CH:38][CH:37]=2)=CC(OC)=O)[CH:41]=[CH:40][CH:39]=[CH:38][CH:37]=1.[CH2:42]([O:44]CC)C, predict the reaction product. (4) Given the reactants O[CH:2]([CH2:7][O:8][C:9]1[CH:14]=[CH:13][CH:12]=[CH:11][CH:10]=1)[CH2:3][C:4]([OH:6])=[O:5].[OH:15][CH:16]([CH2:21][CH2:22][CH2:23][O:24][C:25]1[CH:30]=[CH:29][CH:28]=[CH:27][CH:26]=1)[CH2:17][C:18]([OH:20])=[O:19], predict the reaction product. The product is: [OH:15][CH:16]([CH2:21][CH2:4][CH2:3][CH2:2][CH2:7][O:8][C:9]1[CH:14]=[CH:13][CH:12]=[CH:11][CH:10]=1)[CH2:17][C:18]([OH:20])=[O:19].[O:24]([CH2:23][CH2:22][CH2:21][CH2:16][CH2:17][CH2:18][CH2:3][C:4]([OH:6])=[O:5])[C:25]1[CH:30]=[CH:29][CH:28]=[CH:27][CH:26]=1. (5) Given the reactants [Br:1][C:2]1[CH:3]=[C:4]([F:14])[C:5]2[CH:9]=[C:8](C(O)=O)[S:7][C:6]=2[CH:13]=1.C1CCN2C(=NCCC2)CC1, predict the reaction product. The product is: [Br:1][C:2]1[CH:3]=[C:4]([F:14])[C:5]2[CH:9]=[CH:8][S:7][C:6]=2[CH:13]=1. (6) Given the reactants [F:1][C:2]1[CH:41]=[C:40]([F:42])[CH:39]=[CH:38][C:3]=1[O:4][C:5]1[C:10]2[NH:11][C:12](=[O:14])[NH:13][C:9]=2[C:8]([CH:15]=O)=[CH:7][C:6]=1[C:17]1[C:18]2[CH:27]=[CH:26][N:25]([S:28]([C:31]3[CH:36]=[CH:35][C:34]([CH3:37])=[CH:33][CH:32]=3)(=[O:30])=[O:29])[C:19]=2[C:20](=[O:24])[N:21]([CH3:23])[CH:22]=1.[NH2:43][CH2:44][CH2:45][N:46]1[CH2:51][CH2:50][O:49][CH2:48][CH2:47]1.C([BH3-])#N.[Na+], predict the reaction product. The product is: [F:1][C:2]1[CH:41]=[C:40]([F:42])[CH:39]=[CH:38][C:3]=1[O:4][C:5]1[C:10]2[NH:11][C:12](=[O:14])[NH:13][C:9]=2[C:8]([CH2:15][NH:43][CH2:44][CH2:45][N:46]2[CH2:51][CH2:50][O:49][CH2:48][CH2:47]2)=[CH:7][C:6]=1[C:17]1[C:18]2[CH:27]=[CH:26][N:25]([S:28]([C:31]3[CH:36]=[CH:35][C:34]([CH3:37])=[CH:33][CH:32]=3)(=[O:30])=[O:29])[C:19]=2[C:20](=[O:24])[N:21]([CH3:23])[CH:22]=1.